Predict the reactants needed to synthesize the given product. From a dataset of Full USPTO retrosynthesis dataset with 1.9M reactions from patents (1976-2016). (1) Given the product [NH2:17][C:5]1[CH:4]=[CH:3][C:2]([CH3:1])=[CH:7][C:6]=1[NH:8][C:9](=[O:16])[C:10]1[CH:11]=[CH:12][CH:13]=[CH:14][CH:15]=1, predict the reactants needed to synthesize it. The reactants are: [CH3:1][C:2]1[CH:3]=[CH:4][C:5]([N+:17]([O-])=O)=[C:6]([NH:8][C:9](=[O:16])[C:10]2[CH:15]=[CH:14][CH:13]=[CH:12][CH:11]=2)[CH:7]=1.[Cl-].[NH4+]. (2) The reactants are: [CH2:1]([C:3]1[N:4]=[C:5]([CH:15]2[CH2:20][CH2:19][N:18](C(OC(C)(C)C)=O)[CH2:17][CH2:16]2)[N:6]([CH2:8][CH2:9][N:10]2[CH2:14][CH2:13][CH2:12][CH2:11]2)[CH:7]=1)[CH3:2].P(=O)(O)(O)O.Cl.[OH-].[Na+]. Given the product [CH2:1]([C:3]1[N:4]=[C:5]([CH:15]2[CH2:16][CH2:17][NH:18][CH2:19][CH2:20]2)[N:6]([CH2:8][CH2:9][N:10]2[CH2:14][CH2:13][CH2:12][CH2:11]2)[CH:7]=1)[CH3:2], predict the reactants needed to synthesize it. (3) Given the product [CH3:20][O:19][C:16]1[CH:17]=[CH:18][C:13]([CH2:12][S:11][C:9]2[N:8]=[C:7]3[C:3]([N:4]=[CH:5][N:6]3[CH3:24])=[C:2](/[CH:25]=[CH:26]/[CH3:27])[N:10]=2)=[CH:14][C:15]=1[N+:21]([O-:23])=[O:22], predict the reactants needed to synthesize it. The reactants are: Cl[C:2]1[N:10]=[C:9]([S:11][CH2:12][C:13]2[CH:18]=[CH:17][C:16]([O:19][CH3:20])=[C:15]([N+:21]([O-:23])=[O:22])[CH:14]=2)[N:8]=[C:7]2[C:3]=1[N:4]=[CH:5][N:6]2[CH3:24].[CH:25](/B(O)O)=[CH:26]\[CH3:27].C(=O)([O-])[O-].[Na+].[Na+]. (4) Given the product [CH2:1]([S:3]([C:6]1[CH:7]=[CH:8][C:9]([CH2:12][NH:13][C:14]([C:16]2[CH:17]=[C:18]3[CH2:24][N:23]([CH2:36][C@H:33]4[CH2:32][CH2:31][C@H:30]([C:29]([F:28])([F:38])[F:39])[CH2:35][CH2:34]4)[C@@H:22]([CH:25]([CH3:26])[CH3:27])[C:19]3=[N:20][CH:21]=2)=[O:15])=[N:10][CH:11]=1)(=[O:4])=[O:5])[CH3:2], predict the reactants needed to synthesize it. The reactants are: [CH2:1]([S:3]([C:6]1[CH:7]=[CH:8][C:9]([CH2:12][NH:13][C:14]([C:16]2[CH:17]=[C:18]3[CH2:24][NH:23][C@@H:22]([CH:25]([CH3:27])[CH3:26])[C:19]3=[N:20][CH:21]=2)=[O:15])=[N:10][CH:11]=1)(=[O:5])=[O:4])[CH3:2].[F:28][C:29]([F:39])([F:38])[C@H:30]1[CH2:35][CH2:34][C@H:33]([CH:36]=O)[CH2:32][CH2:31]1.C(O)(=O)C.C([BH3-])#N.[Na+]. (5) Given the product [F:2][C:3]1[CH:4]=[C:5]([CH:6]=[CH:7][CH:8]=1)[C:9]([C:10]1[CH:26]=[CH:25][C:24](=[O:27])[N:15]2[C:14]3[CH2:16][CH2:17][CH2:18][CH2:19][C:13]=3[NH:12][C:11]=12)=[O:20], predict the reactants needed to synthesize it. The reactants are: Cl.[F:2][C:3]1[CH:4]=[C:5]([C:9](=[O:20])[CH2:10][C:11]2[NH:15][C:14]3[CH2:16][CH2:17][CH2:18][CH2:19][C:13]=3[N:12]=2)[CH:6]=[CH:7][CH:8]=1.C[O-].[Na+].[C:24](OC)(=[O:27])[C:25]#[CH:26]. (6) The reactants are: [CH3:1][S:2][C:3]1[NH:4][C:5](=[O:36])[C:6]2[C:11]([C:12]3[CH:17]=[CH:16][CH:15]=[CH:14][CH:13]=3)=[C:10]([C:18]3[CH:23]=[CH:22][C:21]([C:24]4([NH:28][C:29](=[O:35])[O:30][C:31]([CH3:34])([CH3:33])[CH3:32])[CH2:27][CH2:26][CH2:25]4)=[CH:20][CH:19]=3)[O:9][C:7]=2[N:8]=1.C(=O)([O-])[O-].[K+].[K+].[CH2:43](I)[CH3:44]. Given the product [CH2:43]([N:4]1[C:5](=[O:36])[C:6]2[C:11]([C:12]3[CH:13]=[CH:14][CH:15]=[CH:16][CH:17]=3)=[C:10]([C:18]3[CH:23]=[CH:22][C:21]([C:24]4([NH:28][C:29](=[O:35])[O:30][C:31]([CH3:33])([CH3:32])[CH3:34])[CH2:25][CH2:26][CH2:27]4)=[CH:20][CH:19]=3)[O:9][C:7]=2[N:8]=[C:3]1[S:2][CH3:1])[CH3:44], predict the reactants needed to synthesize it. (7) Given the product [CH3:19][N:18]([CH3:20])[C@@H:15]1[CH2:16][CH2:17][N:13]([C:11]([C:9]2[S:10][C:3]3[C:4](=[N:5][CH:6]=[CH:7][C:2]=3[O:31][C:23]3[CH:24]=[CH:25][C:26]([N+:28]([O-:30])=[O:29])=[CH:27][C:22]=3[F:21])[CH:8]=2)=[O:12])[CH2:14]1, predict the reactants needed to synthesize it. The reactants are: Cl[C:2]1[CH:7]=[CH:6][N:5]=[C:4]2[CH:8]=[C:9]([C:11]([N:13]3[CH2:17][CH2:16][C@@H:15]([N:18]([CH3:20])[CH3:19])[CH2:14]3)=[O:12])[S:10][C:3]=12.[F:21][C:22]1[CH:27]=[C:26]([N+:28]([O-:30])=[O:29])[CH:25]=[CH:24][C:23]=1[OH:31].C([O-])([O-])=O.[K+].[K+].C(Cl)(Cl)Cl. (8) The reactants are: Cl.[NH:2]1[C:6]2[CH:7]=[CH:8][C:9]([C:11]([N:13]3[CH2:20][C@@H:19]4[C@@H:15]([CH2:16][NH:17][CH2:18]4)[CH2:14]3)=[O:12])=[CH:10][C:5]=2[N:4]=[N:3]1.CN1CCOCC1.[F:28][C:29]([F:43])([F:42])[O:30][C:31]1[CH:36]=[CH:35][C:34](/[CH:37]=[CH:38]/[C:39](O)=[O:40])=[CH:33][CH:32]=1.F[P-](F)(F)(F)(F)F.N1(OC(N(C)C)=[N+](C)C)C2N=CC=CC=2N=N1. Given the product [NH:2]1[C:6]2[CH:7]=[CH:8][C:9]([C:11]([N:13]3[CH2:14][C@H:15]4[CH2:16][N:17]([C:39](=[O:40])/[CH:38]=[CH:37]/[C:34]5[CH:33]=[CH:32][C:31]([O:30][C:29]([F:42])([F:43])[F:28])=[CH:36][CH:35]=5)[CH2:18][C@H:19]4[CH2:20]3)=[O:12])=[CH:10][C:5]=2[N:4]=[N:3]1, predict the reactants needed to synthesize it. (9) The reactants are: C(=O)([O-])[O-].[Na+].[Na+].[CH:7]1([O:13][C:14]2[CH:19]=[CH:18][C:17](B(O)O)=[CH:16][CH:15]=2)[CH2:12][CH2:11][CH2:10][CH2:9][CH2:8]1.Cl[C:24]1[C:25]([NH2:30])=[N:26][CH:27]=[CH:28][N:29]=1. Given the product [CH:7]1([O:13][C:14]2[CH:19]=[CH:18][C:17]([C:24]3[C:25]([NH2:30])=[N:26][CH:27]=[CH:28][N:29]=3)=[CH:16][CH:15]=2)[CH2:12][CH2:11][CH2:10][CH2:9][CH2:8]1, predict the reactants needed to synthesize it. (10) The reactants are: [CH3:1][C:2]([C:8]1[CH:13]=[CH:12][CH:11]=[CH:10][CH:9]=1)([CH3:7])[C:3]([O:5]C)=[O:4].C1(C(CCC)(CCC)C(OC)=O)C=CC=CC=1. Given the product [CH3:7][C:2]([C:8]1[CH:13]=[CH:12][CH:11]=[CH:10][CH:9]=1)([CH3:1])[C:3]([OH:5])=[O:4], predict the reactants needed to synthesize it.